From a dataset of Catalyst prediction with 721,799 reactions and 888 catalyst types from USPTO. Predict which catalyst facilitates the given reaction. (1) Reactant: [C:1](=[NH:21])([O:3][CH2:4][CH2:5][C:6]1[CH:11]=[CH:10][C:9]([O:12][C:13]2[CH:18]=[CH:17][C:16]([CH3:19])=[C:15]([Cl:20])[CH:14]=2)=[CH:8][CH:7]=1)[NH2:2].[CH:22]([CH:24]([CH2:29][C:30]1[CH:31]=[N:32][CH:33]=[N:34][CH:35]=1)[C:25](OC)=O)=[O:23].C([O-])([O-])=O.[K+].[K+]. Product: [Cl:20][C:15]1[CH:14]=[C:13]([O:12][C:9]2[CH:8]=[CH:7][C:6]([CH2:5][CH2:4][O:3][C:1]3[NH:2][CH:25]=[C:24]([CH2:29][C:30]4[CH:31]=[N:32][N:34]([CH3:33])[CH:35]=4)[C:22](=[O:23])[N:21]=3)=[CH:11][CH:10]=2)[CH:18]=[CH:17][C:16]=1[CH3:19]. The catalyst class is: 37. (2) Reactant: [NH2:1][C:2]1[CH:43]=[CH:42][C:5]([C:6]([NH:8][C@H:9]2[CH2:14][CH2:13][CH2:12][C@@H:11]([NH:15][C:16]3[N:21]=[C:20]([C:22]4[C:30]5[C:25](=[CH:26][CH:27]=[CH:28][CH:29]=5)[N:24](S(C5C=CC=CC=5)(=O)=O)[CH:23]=4)[C:19]([C:40]#[N:41])=[CH:18][N:17]=3)[CH2:10]2)=[O:7])=[CH:4][CH:3]=1.[OH-].[Na+].Cl. Product: [NH2:1][C:2]1[CH:43]=[CH:42][C:5]([C:6]([NH:8][C@H:9]2[CH2:14][CH2:13][CH2:12][C@@H:11]([NH:15][C:16]3[N:21]=[C:20]([C:22]4[C:30]5[C:25](=[CH:26][CH:27]=[CH:28][CH:29]=5)[NH:24][CH:23]=4)[C:19]([C:40]#[N:41])=[CH:18][N:17]=3)[CH2:10]2)=[O:7])=[CH:4][CH:3]=1. The catalyst class is: 12. (3) Reactant: [Cl:1][C:2]1[N:7]=[C:6](Cl)[CH:5]=[CH:4][N:3]=1.[CH2:9]([O:11][CH:12]([O:16][CH2:17][CH3:18])[CH2:13]CN)[CH3:10].CC[N:21](CC)CC. Product: [Cl:1][C:2]1[N:7]=[C:6]([NH:21][CH2:13][CH:12]([O:16][CH2:17][CH3:18])[O:11][CH2:9][CH3:10])[CH:5]=[CH:4][N:3]=1. The catalyst class is: 8. (4) Reactant: [CH3:1][S:2]([C:5]1[CH:10]=[CH:9][C:8]([CH2:11]C(O)=O)=[CH:7][CH:6]=1)(=[O:4])=[O:3].C[N:16]([C:18]([O:22]N1N=NC2C=CC=NC1=2)=[N+](C)C)C.F[P-](F)(F)(F)(F)F.[C:39]([O:43][C:44]([N:46]1[CH2:51][CH2:50][C:49](N)([CH2:52][CH3:53])[CH2:48][CH2:47]1)=[O:45])([CH3:42])([CH3:41])[CH3:40]. Product: [CH2:52]([C:49]1([C:18]([NH:16][CH2:11][C:8]2[CH:7]=[CH:6][C:5]([S:2]([CH3:1])(=[O:3])=[O:4])=[CH:10][CH:9]=2)=[O:22])[CH2:50][CH2:51][N:46]([C:44]([O:43][C:39]([CH3:42])([CH3:41])[CH3:40])=[O:45])[CH2:47][CH2:48]1)[CH3:53]. The catalyst class is: 4. (5) Reactant: [H-].[Na+].[C:3](=[O:8])([O:6][CH3:7])OC.[CH2:9]([O:16][C:17]1[CH:26]=[CH:25][CH:24]=[C:23]2[C:18]=1[CH2:19][CH2:20][CH2:21][C:22]2=[O:27])[C:10]1[CH:15]=[CH:14][CH:13]=[CH:12][CH:11]=1.C(O)(=O)C. Product: [CH2:9]([O:16][C:17]1[CH:26]=[CH:25][CH:24]=[C:23]2[C:18]=1[CH2:19][CH2:20][CH:21]([C:3]([O:6][CH3:7])=[O:8])[C:22]2=[O:27])[C:10]1[CH:11]=[CH:12][CH:13]=[CH:14][CH:15]=1. The catalyst class is: 38. (6) Reactant: Cl[C:2]1[N:9]=[CH:8][CH:7]=[CH:6][C:3]=1[C:4]#[N:5].[F:10][C:11]1[CH:18]=[CH:17][C:14]([CH2:15][NH2:16])=[CH:13][CH:12]=1.C(N(CC)C(C)C)(C)C. Product: [F:10][C:11]1[CH:18]=[CH:17][C:14]([CH2:15][NH:16][C:2]2[N:9]=[CH:8][CH:7]=[CH:6][C:3]=2[C:4]#[N:5])=[CH:13][CH:12]=1. The catalyst class is: 41. (7) Reactant: [F:1][C:2]1[CH:7]=[CH:6][C:5]([CH:8]2[NH:13][CH2:12][CH2:11][N:10]3[N:14]=[C:15]([N:17]([C:25]([O:27][C:28]([CH3:31])([CH3:30])[CH3:29])=[O:26])[C:18]([O:20][C:21]([CH3:24])([CH3:23])[CH3:22])=[O:19])[N:16]=[C:9]23)=[CH:4][CH:3]=1.C(N(C(C)C)CC)(C)C.[C:41](Cl)(=[O:45])[CH:42]([CH3:44])[CH3:43]. Product: [F:1][C:2]1[CH:7]=[CH:6][C:5]([CH:8]2[N:13]([C:41](=[O:45])[CH:42]([CH3:44])[CH3:43])[CH2:12][CH2:11][N:10]3[N:14]=[C:15]([N:17]([C:18]([O:20][C:21]([CH3:22])([CH3:23])[CH3:24])=[O:19])[C:25]([O:27][C:28]([CH3:31])([CH3:30])[CH3:29])=[O:26])[N:16]=[C:9]23)=[CH:4][CH:3]=1. The catalyst class is: 1. (8) Reactant: [Br:1][C:2]1[CH:7]=[C:6]([Cl:8])[C:5]([S:9](Cl)(=[O:11])=[O:10])=[C:4]([Cl:13])[CH:3]=1.[NH2:14][C:15]1[C:16]([CH3:25])=[N:17][N:18]([CH3:24])[C:19]=1[CH2:20][CH:21]([CH3:23])[CH3:22]. Product: [Br:1][C:2]1[CH:7]=[C:6]([Cl:8])[C:5]([S:9]([NH:14][C:15]2[C:16]([CH3:25])=[N:17][N:18]([CH3:24])[C:19]=2[CH2:20][CH:21]([CH3:23])[CH3:22])(=[O:11])=[O:10])=[C:4]([Cl:13])[CH:3]=1. The catalyst class is: 17. (9) Reactant: C1(OC)C=CC=CC=1.[N+:9]([C:12]1[CH:28]=[CH:27][C:15]2[O:16][C:17]3[CH:23]=[C:22]([N+:24]([O-])=O)[CH:21]=[CH:20][C:18]=3[O:19][C:14]=2[CH:13]=1)([O-])=O.[H][H]. Product: [NH2:24][C:22]1[CH:21]=[CH:20][C:18]2[O:19][C:14]3[CH:13]=[C:12]([NH2:9])[CH:28]=[CH:27][C:15]=3[O:16][C:17]=2[CH:23]=1. The catalyst class is: 354. (10) Reactant: C([O:3][C:4](=[O:26])[CH2:5][C:6]1[N:14]2[C:9]([CH:10]=[C:11]([C:15]#[N:16])[CH:12]=[CH:13]2)=[C:8]([CH2:17][C:18]2[CH:23]=[CH:22][C:21]([Cl:24])=[CH:20][CH:19]=2)[C:7]=1[CH3:25])C.[OH-].[Na+]. Product: [Cl:24][C:21]1[CH:22]=[CH:23][C:18]([CH2:17][C:8]2[C:7]([CH3:25])=[C:6]([CH2:5][C:4]([OH:26])=[O:3])[N:14]3[C:9]=2[CH:10]=[C:11]([C:15]#[N:16])[CH:12]=[CH:13]3)=[CH:19][CH:20]=1. The catalyst class is: 5.